Dataset: Catalyst prediction with 721,799 reactions and 888 catalyst types from USPTO. Task: Predict which catalyst facilitates the given reaction. (1) Reactant: F[P-](F)(F)(F)(F)F.N1(OC(N(C)C)=[N+](C)C)C2N=CC=CC=2N=N1.[Br:25][C:26]1[C:34]2[C:29](=[CH:30][CH:31]=[C:32]([C:35](O)=[O:36])[CH:33]=2)[N:28]([C:38]([C:51]2[CH:56]=[CH:55][CH:54]=[CH:53][CH:52]=2)([C:45]2[CH:50]=[CH:49][CH:48]=[CH:47][CH:46]=2)[C:39]2[CH:44]=[CH:43][CH:42]=[CH:41][CH:40]=2)[N:27]=1.[F:57][C:58]1[CH:72]=[CH:71][CH:70]=[C:69]([F:73])[C:59]=1[CH2:60][CH:61]1[CH2:66][N:65]([CH3:67])[CH2:64][CH:63]([NH2:68])[CH2:62]1.C(N(C(C)C)CC)(C)C. Product: [Br:25][C:26]1[C:34]2[C:29](=[CH:30][CH:31]=[C:32]([C:35]([NH:68][CH:63]3[CH2:62][CH:61]([CH2:60][C:59]4[C:69]([F:73])=[CH:70][CH:71]=[CH:72][C:58]=4[F:57])[CH2:66][N:65]([CH3:67])[CH2:64]3)=[O:36])[CH:33]=2)[N:28]([C:38]([C:45]2[CH:46]=[CH:47][CH:48]=[CH:49][CH:50]=2)([C:51]2[CH:52]=[CH:53][CH:54]=[CH:55][CH:56]=2)[C:39]2[CH:44]=[CH:43][CH:42]=[CH:41][CH:40]=2)[N:27]=1. The catalyst class is: 3. (2) Reactant: [Br:1][C:2]1[C:3]([F:10])=[C:4]([CH:6]=[CH:7][C:8]=1[F:9])[NH2:5].[CH2:11]([S:14](Cl)(=[O:16])=[O:15])[CH2:12][CH3:13].N1C=CC=CC=1.C(=O)(O)[O-].[Na+]. Product: [Br:1][C:2]1[C:3]([F:10])=[C:4]([NH:5][S:14]([CH2:11][CH2:12][CH3:13])(=[O:16])=[O:15])[CH:6]=[CH:7][C:8]=1[F:9]. The catalyst class is: 79.